This data is from Full USPTO retrosynthesis dataset with 1.9M reactions from patents (1976-2016). The task is: Predict the reactants needed to synthesize the given product. (1) Given the product [CH3:1][N:2]([CH3:7])[CH2:3][CH2:4][CH2:5][O:6][S:16]([CH3:15])(=[O:18])=[O:17], predict the reactants needed to synthesize it. The reactants are: [CH3:1][N:2]([CH3:7])[CH2:3][CH2:4][CH2:5][OH:6].C(N(CC)CC)C.[CH3:15][S:16](Cl)(=[O:18])=[O:17]. (2) Given the product [CH2:1]([S:3][C:5]1[C:6]([C:11]#[N:12])=[N:7][CH:8]=[CH:9][CH:10]=1)[CH3:2], predict the reactants needed to synthesize it. The reactants are: [CH2:1]([SH:3])[CH3:2].Cl[C:5]1[C:6]([C:11]#[N:12])=[N:7][CH:8]=[CH:9][CH:10]=1.CN(C=O)C.[H-].[Na+]. (3) The reactants are: [S:1]1[CH:5]=[CH:4][CH:3]=[C:2]1[CH:6]=O.[CH2:8]([NH2:10])[CH3:9].[C:11]1(=[O:22])[O:17][C:15](=O)[C:14]2=[CH:18][CH:19]=[CH:20][CH:21]=[C:13]2[CH2:12]1.[CH3:23][O:24][C:25]1[CH:26]=[C:27]([CH:29]=[CH:30][CH:31]=1)[NH2:28]. Given the product [CH2:8]([N:10]1[CH:6]([C:2]2[S:1][CH:5]=[CH:4][CH:3]=2)[CH:12]([C:11]([NH:28][C:27]2[CH:29]=[CH:30][CH:31]=[C:25]([O:24][CH3:23])[CH:26]=2)=[O:22])[C:13]2[C:14](=[CH:18][CH:19]=[CH:20][CH:21]=2)[C:15]1=[O:17])[CH3:9], predict the reactants needed to synthesize it. (4) Given the product [C:1]([OH:4])(=[O:3])[CH2:2]/[CH:17]=[CH:16]/[CH2:15][CH2:14][C:13]#[C:12][CH3:11], predict the reactants needed to synthesize it. The reactants are: [C:1]([O-:4])(=[O:3])[CH3:2].[NH2+]1CCCCC1.[CH:11](=O)[CH2:12][CH2:13][CH2:14][C:15]#[C:16][CH3:17].C(O)(=O)CC(O)=O.O. (5) Given the product [CH:1]1([C:4]2[CH:5]=[C:6]([NH2:7])[N:10]([CH3:9])[N:11]=2)[CH2:3][CH2:2]1, predict the reactants needed to synthesize it. The reactants are: [CH:1]1([C:4](=O)[CH2:5][C:6]#[N:7])[CH2:3][CH2:2]1.[CH3:9][NH:10][NH2:11]. (6) Given the product [C:1]([O:5][CH2:6][CH2:7][N:8]1[CH2:9][CH2:10][CH:11]([CH2:14][CH2:15][O:16][C:17]2[CH:22]=[C:21]3[C:20]([C:27]([NH:32][C:33]4[CH:37]=[C:36]([CH2:38][C:39]([OH:41])=[O:40])[NH:35][N:34]=4)=[N:25][CH:24]=[N:23]3)=[CH:19][C:18]=2[O:30][CH3:31])[CH2:12][CH2:13]1)([CH3:4])([CH3:3])[CH3:2], predict the reactants needed to synthesize it. The reactants are: [C:1]([O:5][CH2:6][CH2:7][N:8]1[CH2:13][CH2:12][CH:11]([CH2:14][CH2:15][O:16][C:17]2[C:18]([O:30][CH3:31])=[CH:19][C:20](C#N)=[C:21]([N:23]=[CH:24][N:25]([CH3:27])C)[CH:22]=2)[CH2:10][CH2:9]1)([CH3:4])([CH3:3])[CH3:2].[NH2:32][C:33]1[CH:37]=[C:36]([CH2:38][C:39]([OH:41])=[O:40])[NH:35][N:34]=1. (7) The reactants are: C(OP([CH2:9][C:10]([O:12][CH2:13][CH3:14])=[O:11])(OCC)=O)C.[H-].[Na+].[CH3:17][C:18]1([CH3:32])[CH2:23][CH2:22][CH2:21][CH:20]([CH:24]([O:26][C:27]([CH3:31])([CH3:30])[CH:28]=O)[CH3:25])[CH2:19]1.CC(O)=O. Given the product [CH3:32][C:18]1([CH3:17])[CH2:23][CH2:22][CH2:21][CH:20]([CH:24]([O:26][C:27]([CH3:31])([CH3:30])[CH:28]=[CH:9][C:10]([O:12][CH2:13][CH3:14])=[O:11])[CH3:25])[CH2:19]1, predict the reactants needed to synthesize it.